Dataset: Forward reaction prediction with 1.9M reactions from USPTO patents (1976-2016). Task: Predict the product of the given reaction. (1) Given the reactants Cl[C:2]1[C:7]([C:8]([O:10]CC)=O)=[CH:6][N:5]=[CH:4][CH:3]=1.Cl.[CH2:14]([O:16][C:17](=[O:21])[CH2:18][NH:19][CH3:20])[CH3:15].[H-].[Na+].C(=O)([O-])[O-].[K+].[K+], predict the reaction product. The product is: [CH2:14]([O:16][C:17]([C:18]1[N:19]([CH3:20])[C:2]2[CH:3]=[CH:4][N:5]=[CH:6][C:7]=2[C:8]=1[OH:10])=[O:21])[CH3:15]. (2) Given the reactants [F-].[K+].[CH3:3][O:4][C:5]1[CH:10]=[CH:9][C:8](B(O)O)=[CH:7][CH:6]=1.Br[C:15]1[C:23]2[S:22][CH:21]=[CH:20][C:19]=2[CH:18]=[CH:17][CH:16]=1, predict the reaction product. The product is: [CH3:3][O:4][C:5]1[CH:10]=[CH:9][C:8]([C:15]2[C:23]3[S:22][CH:21]=[CH:20][C:19]=3[CH:18]=[CH:17][CH:16]=2)=[CH:7][CH:6]=1. (3) Given the reactants [CH3:1][O:2][CH2:3][CH2:4][O:5][C:6]([NH:8][C@H:9]1[CH2:13][CH2:12][N:11]([C:14]2[CH:19]=[CH:18][C:17]([N:20]3[CH2:24][C@H:23]([CH2:25][N:26]([C:35]4[CH:39]=[CH:38][O:37][N:36]=4)C(OCC(Cl)(Cl)Cl)=O)[O:22][C:21]3=[O:40])=[CH:16][C:15]=2[F:41])[CH2:10]1)=[O:7], predict the reaction product. The product is: [CH3:1][O:2][CH2:3][CH2:4][O:5][C:6]([NH:8][C@H:9]1[CH2:13][CH2:12][N:11]([C:14]2[CH:19]=[CH:18][C:17]([N:20]3[CH2:24][C@H:23]([CH2:25][NH:26][C:35]4[CH:39]=[CH:38][O:37][N:36]=4)[O:22][C:21]3=[O:40])=[CH:16][C:15]=2[F:41])[CH2:10]1)=[O:7]. (4) The product is: [F:1][C:2]([F:8])([F:7])[CH2:3][C:4]([NH:17][CH2:16][C:13]1[CH:14]=[CH:15][C:10]([F:9])=[CH:11][C:12]=1[C:18]([F:21])([F:19])[F:20])=[O:5]. Given the reactants [F:1][C:2]([F:8])([F:7])[CH2:3][C:4](O)=[O:5].[F:9][C:10]1[CH:15]=[CH:14][C:13]([CH2:16][NH2:17])=[C:12]([C:18]([F:21])([F:20])[F:19])[CH:11]=1, predict the reaction product.